The task is: Binary Classification. Given a drug SMILES string, predict its activity (active/inactive) in a high-throughput screening assay against a specified biological target.. This data is from Kir2.1 potassium channel HTS with 301,493 compounds. (1) The compound is o1c(C(=O)Nc2c(C(=O)Nc3cc(ccc3)C)cccc2)ccc1. The result is 0 (inactive). (2) The drug is Fc1c(CN2CCc3c(C2)cc(NC(=O)c2ccncc2)cc3)ccc(OC)c1. The result is 0 (inactive). (3) The molecule is S(=O)(=O)(N(CC(=O)NCCCn1ccnc1)C)c1ccc(cc1)C. The result is 0 (inactive). (4) The compound is S=P1(OCCO1)N(c1ccccc1)C(OC)=O. The result is 0 (inactive). (5) The compound is Clc1c([N+]([O-])=O)cc(/C(=N\N2C(CCCC2C)C)C)cc1. The result is 0 (inactive). (6) The molecule is S(CC(=O)Nc1cc(OC)ccc1)c1oc(nn1)CNC(=O)c1c(F)cccc1. The result is 0 (inactive).